Dataset: Reaction yield outcomes from USPTO patents with 853,638 reactions. Task: Predict the reaction yield, written as a fraction of the theoretical maximum amount of product (1.0 means a 100% yield; for example, 0.34 means a 34% yield). (1) The reactants are [N+:1]([C:4]1[CH:11]=[CH:10][C:7]([C:8]#[N:9])=[CH:6][C:5]=1[NH:12][C:13]1[CH:14]=[C:15]([CH3:19])[CH:16]=[CH:17][CH:18]=1)([O-])=O.[O-]S(S([O-])=O)=O.[Na+].[Na+]. The catalyst is CCO.O. The product is [NH2:1][C:4]1[CH:11]=[CH:10][C:7]([C:8]#[N:9])=[CH:6][C:5]=1[NH:12][C:13]1[CH:14]=[C:15]([CH3:19])[CH:16]=[CH:17][CH:18]=1. The yield is 0.930. (2) The catalyst is C(#N)C. The product is [Cl:25][C:9]1[C:8]([CH3:13])=[CH:7][C:6]2[C:11](=[C:2]([Cl:1])[CH:3]=[CH:4][C:5]=2[O:14][CH2:15][CH2:16][N:17]2[CH2:22][CH2:21][CH2:20][CH2:19][CH2:18]2)[N:10]=1. The yield is 1.00. The reactants are [Cl:1][C:2]1[CH:3]=[CH:4][C:5]([O:14][CH2:15][CH2:16][N:17]2[CH2:22][CH2:21][CH2:20][CH2:19][CH2:18]2)=[C:6]2[C:11]=1[NH:10][C:9](=O)[C:8]([CH3:13])=[CH:7]2.O=P(Cl)(Cl)[Cl:25].[Cl-].C([NH+](CC)CC)C. (3) The reactants are Br[C:2]1[C:3]([CH3:22])=[C:4]([N:8]2[C:17](=[O:18])[C:16]3[C:11](=[C:12]([F:19])[CH:13]=[CH:14][CH:15]=3)[N:10]([CH3:20])[C:9]2=[O:21])[CH:5]=[CH:6][CH:7]=1.[CH3:23][C:24]1([CH3:40])[C:28]([CH3:30])([CH3:29])[O:27][B:26]([B:26]2[O:27][C:28]([CH3:30])([CH3:29])[C:24]([CH3:40])([CH3:23])[O:25]2)[O:25]1.C([O-])(=O)C.[K+]. The catalyst is O1CCOCC1.C1C=CC(P(C2C=CC=CC=2)[C-]2C=CC=C2)=CC=1.C1C=CC(P(C2C=CC=CC=2)[C-]2C=CC=C2)=CC=1.Cl[Pd]Cl.[Fe+2].C(Cl)Cl. The product is [F:19][C:12]1[CH:13]=[CH:14][CH:15]=[C:16]2[C:11]=1[N:10]([CH3:20])[C:9](=[O:21])[N:8]([C:4]1[CH:5]=[CH:6][CH:7]=[C:2]([B:26]3[O:27][C:28]([CH3:30])([CH3:29])[C:24]([CH3:40])([CH3:23])[O:25]3)[C:3]=1[CH3:22])[C:17]2=[O:18]. The yield is 0.850. (4) The reactants are Cl[C:2]1[CH:12]=[CH:11][C:5]([C:6]([O:8][CH2:9][CH3:10])=[O:7])=[CH:4][C:3]=1[N+:13]([O-:15])=[O:14].[CH:16]1([NH2:22])[CH2:21][CH2:20][CH2:19][CH2:18][CH2:17]1.O. The catalyst is CS(C)=O. The product is [CH2:9]([O:8][C:6](=[O:7])[C:5]1[CH:11]=[CH:12][C:2]([NH:22][CH:16]2[CH2:21][CH2:20][CH2:19][CH2:18][CH2:17]2)=[C:3]([N+:13]([O-:15])=[O:14])[CH:4]=1)[CH3:10]. The yield is 1.00. (5) The reactants are [Cl:1][CH2:2][C:3](Cl)=[O:4].C(=O)([O-])[O-].[K+].[K+].[NH:12]1[CH2:17][CH2:16][CH2:15][CH2:14][CH2:13]1. The catalyst is C1COCC1.O. The product is [Cl:1][CH2:2][C:3]([N:12]1[CH2:17][CH2:16][CH2:15][CH2:14][CH2:13]1)=[O:4]. The yield is 1.00. (6) The yield is 0.200. The catalyst is O1CCOCC1.ClCCl. The reactants are [C:1]1([CH2:7][NH:8][C:9]([CH:11]([C:17]([O:19]CC)=O)[C:12]([O:14][CH2:15][CH3:16])=[O:13])=[O:10])[CH:6]=[CH:5][CH:4]=[CH:3][CH:2]=1.[H-].[Na+].[Cl:24][C:25]1[CH:30]=[CH:29][C:28]([N:31]=[C:32]=[S:33])=[CH:27][CH:26]=1. The product is [Cl:24][C:25]1[CH:30]=[CH:29][C:28]([N:31]2[C:17]([OH:19])=[C:11]([C:12]([O:14][CH2:15][CH3:16])=[O:13])[C:9](=[O:10])[N:8]([CH2:7][C:1]3[CH:2]=[CH:3][CH:4]=[CH:5][CH:6]=3)[C:32]2=[S:33])=[CH:27][CH:26]=1. (7) The yield is 0.370. The product is [F:17][C:16]1[CH:15]=[C:14]([NH:18][C:19](=[O:24])[CH2:20][C:21](=[O:23])[NH:28][CH:32]([C:33]2[CH:4]=[CH:9][CH:8]=[CH:7][CH:6]=2)[CH3:34])[C:13]([F:25])=[CH:12][C:11]=1[O:10][C:8]1[CH:7]=[CH:6][N:5]=[C:4]([C:1]([NH2:2])=[O:3])[CH:9]=1. The catalyst is CN(C=O)C. The reactants are [C:1]([C:4]1[CH:9]=[C:8]([O:10][C:11]2[C:16]([F:17])=[CH:15][C:14]([NH:18][C:19](=[O:24])[CH2:20][C:21]([OH:23])=O)=[C:13]([F:25])[CH:12]=2)[CH:7]=[CH:6][N:5]=1)(=[O:3])[NH2:2].CC[N:28]([CH:32]([CH3:34])[CH3:33])C(C)C.